From a dataset of Peptide-MHC class I binding affinity with 185,985 pairs from IEDB/IMGT. Regression. Given a peptide amino acid sequence and an MHC pseudo amino acid sequence, predict their binding affinity value. This is MHC class I binding data. (1) The peptide sequence is PTDYAKPQY. The MHC is HLA-B38:01 with pseudo-sequence HLA-B38:01. The binding affinity (normalized) is 0.0847. (2) The peptide sequence is WTTYMDTFFR. The MHC is HLA-A02:06 with pseudo-sequence HLA-A02:06. The binding affinity (normalized) is 0. (3) The peptide sequence is YLKDQQLL. The MHC is HLA-A30:01 with pseudo-sequence HLA-A30:01. The binding affinity (normalized) is 0. (4) The peptide sequence is YANCSSISI. The MHC is HLA-B08:01 with pseudo-sequence HLA-B08:01. The binding affinity (normalized) is 0. (5) The peptide sequence is PQRAAMAAQ. The MHC is HLA-B15:01 with pseudo-sequence HLA-B15:01. The binding affinity (normalized) is 0.570. (6) The peptide sequence is RRRPVTRPL. The MHC is HLA-A02:11 with pseudo-sequence HLA-A02:11. The binding affinity (normalized) is 0.0847. (7) The peptide sequence is MTDKTPVHSW. The MHC is HLA-B44:02 with pseudo-sequence HLA-B44:02. The binding affinity (normalized) is 0.330.